The task is: Predict the product of the given reaction.. This data is from Forward reaction prediction with 1.9M reactions from USPTO patents (1976-2016). (1) Given the reactants N1C=CC=CC=1.[C:7]([O:15][C@@H:16]1[CH2:24][C@@H:19]2[O:20][C:21](=[O:23])[CH2:22][C@@H:18]2[C@H:17]1[CH2:25][OH:26])(=[O:14])[C:8]1[CH:13]=[CH:12][CH:11]=[CH:10][CH:9]=1, predict the reaction product. The product is: [C:7]([O:15][C@@H:16]1[CH2:24][C@@H:19]2[O:20][C:21](=[O:23])[CH2:22][C@@H:18]2[C@H:17]1[CH:25]=[O:26])(=[O:14])[C:8]1[CH:9]=[CH:10][CH:11]=[CH:12][CH:13]=1. (2) Given the reactants Cl.Cl[CH2:3][C:4]1[N:16]=[C:15]2[N:6]([C:7]([NH2:22])=[N:8][C:9]3[C:14]2=[CH:13][CH:12]=[C:11]2[O:17][C:18]([F:21])([F:20])[O:19][C:10]=32)[N:5]=1.CC1(C)C(C)(C)OB([C:31]2[CH2:32][N:33]([C:36]([O:38][C:39]([CH3:42])([CH3:41])[CH3:40])=[O:37])[CH2:34][CH:35]=2)O1.C(=O)([O-])[O-].[K+].[K+], predict the reaction product. The product is: [NH2:22][C:7]1[N:6]2[N:5]=[C:4]([CH2:3][C:35]3[CH2:34][N:33]([C:36]([O:38][C:39]([CH3:42])([CH3:41])[CH3:40])=[O:37])[CH2:32][CH:31]=3)[N:16]=[C:15]2[C:14]2[C:9](=[C:10]3[O:19][C:18]([F:21])([F:20])[O:17][C:11]3=[CH:12][CH:13]=2)[N:8]=1.